This data is from Reaction yield outcomes from USPTO patents with 853,638 reactions. The task is: Predict the reaction yield, written as a fraction of the theoretical maximum amount of product (1.0 means a 100% yield; for example, 0.34 means a 34% yield). (1) The product is [Br:15][CH2:16][C:17]([NH:1]/[C:2](/[CH3:8])=[CH:3]\[C:4]([O:6][CH3:7])=[O:5])=[O:18]. The reactants are [NH2:1]/[C:2](/[CH3:8])=[CH:3]\[C:4]([O:6][CH3:7])=[O:5].N1C=CC=CC=1.[Br:15][CH2:16][C:17](Br)=[O:18]. The yield is 0.150. The catalyst is C(Cl)Cl. (2) The reactants are [NH2:1][C:2]1[N:7]([C:8]2[CH:13]=[CH:12][C:11]([I:14])=[CH:10][C:9]=2[F:15])[C:6](=[O:16])[N:5]([CH:17]2[CH2:19][CH2:18]2)[C:4](=[O:20])[CH:3]=1.[CH3:21][N:22]([CH3:25])[CH:23]=O.COC(OC)N(C)C.C(O)(C)C. The catalyst is O. The product is [CH:17]1([N:5]2[C:4](=[O:20])[CH:3]=[C:2]([N:1]=[CH:21][N:22]([CH3:25])[CH3:23])[N:7]([C:8]3[CH:13]=[CH:12][C:11]([I:14])=[CH:10][C:9]=3[F:15])[C:6]2=[O:16])[CH2:18][CH2:19]1. The yield is 0.920.